Dataset: Catalyst prediction with 721,799 reactions and 888 catalyst types from USPTO. Task: Predict which catalyst facilitates the given reaction. Reactant: CN.[CH2:3]([N:5](CC)CC)C.[Cl:10][C:11]1[CH:16]=[CH:15][C:14]([C:17]2([C:20](Cl)=[O:21])[CH2:19][CH2:18]2)=[CH:13][CH:12]=1. Product: [Cl:10][C:11]1[CH:16]=[CH:15][C:14]([C:17]2([C:20]([NH:5][CH3:3])=[O:21])[CH2:19][CH2:18]2)=[CH:13][CH:12]=1. The catalyst class is: 595.